Predict the reactants needed to synthesize the given product. From a dataset of Full USPTO retrosynthesis dataset with 1.9M reactions from patents (1976-2016). (1) Given the product [N+:1]([C:4]1[CH:21]=[CH:20][C:7]([O:8][C:9]2[CH:10]=[CH:11][C:12]([C:15]3[CH:19]=[CH:18][N:17]([C:22](=[O:24])[CH3:23])[N:16]=3)=[CH:13][CH:14]=2)=[CH:6][CH:5]=1)([O-:3])=[O:2], predict the reactants needed to synthesize it. The reactants are: [N+:1]([C:4]1[CH:21]=[CH:20][C:7]([O:8][C:9]2[CH:14]=[CH:13][C:12]([C:15]3[CH:19]=[CH:18][NH:17][N:16]=3)=[CH:11][CH:10]=2)=[CH:6][CH:5]=1)([O-:3])=[O:2].[C:22](OC(=O)C)(=[O:24])[CH3:23]. (2) Given the product [F:26][C:22]1[CH:23]=[CH:24][CH:25]=[C:20]([C:17]2[CH:18]=[CH:19][C:14]([CH2:13][NH:12][C:2]3[CH:7]=[C:6]([N+:8]([O-:10])=[O:9])[CH:5]=[CH:4][N+:3]=3[O-:11])=[C:15]([F:31])[CH:16]=2)[C:21]=1[C:27]([O:29][CH3:30])=[O:28], predict the reactants needed to synthesize it. The reactants are: Cl[C:2]1[CH:7]=[C:6]([N+:8]([O-:10])=[O:9])[CH:5]=[CH:4][N+:3]=1[O-:11].[NH2:12][CH2:13][C:14]1[CH:19]=[CH:18][C:17]([C:20]2[C:21]([C:27]([O:29][CH3:30])=[O:28])=[C:22]([F:26])[CH:23]=[CH:24][CH:25]=2)=[CH:16][C:15]=1[F:31].CN1CCOCC1. (3) Given the product [CH3:1][O:2][C:3]([C:5]1[CH:6]=[CH:7][CH:8]=[C:9]2[C:13]=1[N:12]([CH3:14])[N:11]=[CH:10]2)=[O:4], predict the reactants needed to synthesize it. The reactants are: [CH3:1][O:2][C:3]([C:5]1[CH:6]=[CH:7][CH:8]=[C:9]2[C:13]=1[NH:12][N:11]=[CH:10]2)=[O:4].[CH3:14]I. (4) Given the product [CH3:18][O:17][C:10]1[CH:11]=[CH:12][CH:13]=[C:14]([O:15][CH3:16])[C:9]=1[CH:2]1[N:1]([CH2:31][C:29]2[CH:28]=[CH:27][CH:26]=[C:25]([N:19]3[CH2:24][CH2:23][CH2:22][CH2:21][CH2:20]3)[N:30]=2)[C:5](=[O:7])[CH2:4][CH2:3]1, predict the reactants needed to synthesize it. The reactants are: [NH2:1][CH:2]([C:9]1[C:14]([O:15][CH3:16])=[CH:13][CH:12]=[CH:11][C:10]=1[O:17][CH3:18])[CH2:3][CH2:4][C:5]([O:7]C)=O.[N:19]1([C:25]2[N:30]=[C:29]([CH:31]=O)[CH:28]=[CH:27][CH:26]=2)[CH2:24][CH2:23][CH2:22][CH2:21][CH2:20]1. (5) The reactants are: [CH2:1]([O:5][P:6]([C:13]1[CH:17]=[C:16]([I:18])[S:15][C:14]=1I)([O:8][CH2:9][CH2:10][CH2:11][CH3:12])=[O:7])[CH2:2][CH2:3][CH3:4].C([Li])CCC.P([O-])([O-])(O)=O.[Na+].[Na+].P([O-])(O)(O)=O.[Na+]. Given the product [CH2:9]([O:8][P:6]([C:13]1[CH:17]=[C:16]([I:18])[S:15][CH:14]=1)([O:5][CH2:1][CH2:2][CH2:3][CH3:4])=[O:7])[CH2:10][CH2:11][CH3:12], predict the reactants needed to synthesize it.